This data is from Full USPTO retrosynthesis dataset with 1.9M reactions from patents (1976-2016). The task is: Predict the reactants needed to synthesize the given product. (1) Given the product [CH3:13][C:14]1([C:29]([NH:2][NH:1][C:3]2[CH:12]=[CH:11][CH:10]=[C:9]3[C:4]=2[CH:5]=[CH:6][CH:7]=[N:8]3)=[O:30])[CH2:16][C:15]1([C:17]1[CH:22]=[CH:21][CH:20]=[CH:19][CH:18]=1)[C:23]1[CH:28]=[CH:27][CH:26]=[CH:25][CH:24]=1, predict the reactants needed to synthesize it. The reactants are: [NH:1]([C:3]1[CH:12]=[CH:11][CH:10]=[C:9]2[C:4]=1[CH:5]=[CH:6][CH:7]=[N:8]2)[NH2:2].[CH3:13][C:14]1([C:29](O)=[O:30])[CH2:16][C:15]1([C:23]1[CH:28]=[CH:27][CH:26]=[CH:25][CH:24]=1)[C:17]1[CH:22]=[CH:21][CH:20]=[CH:19][CH:18]=1. (2) Given the product [CH:23]([N:15]1[C:16]2[C:21](=[CH:20][C:19]([Cl:22])=[CH:18][CH:17]=2)[C:13]([CH2:12][CH2:11][O:10][C:7]2[CH:6]=[CH:5][C:4]([C:3]([OH:2])=[O:39])=[CH:9][CH:8]=2)=[C:14]1[CH2:36][CH2:37][NH:38][S:49]([CH2:48][C:43]1[CH:44]=[CH:45][CH:46]=[CH:47][C:42]=1[C:40]#[N:41])(=[O:51])=[O:50])([C:30]1[CH:35]=[CH:34][CH:33]=[CH:32][CH:31]=1)[C:24]1[CH:29]=[CH:28][CH:27]=[CH:26][CH:25]=1, predict the reactants needed to synthesize it. The reactants are: C[O:2][C:3](=[O:39])[C:4]1[CH:9]=[CH:8][C:7]([O:10][CH2:11][CH2:12][C:13]2[C:21]3[C:16](=[CH:17][CH:18]=[C:19]([Cl:22])[CH:20]=3)[N:15]([CH:23]([C:30]3[CH:35]=[CH:34][CH:33]=[CH:32][CH:31]=3)[C:24]3[CH:29]=[CH:28][CH:27]=[CH:26][CH:25]=3)[C:14]=2[CH2:36][CH2:37][NH2:38])=[CH:6][CH:5]=1.[C:40]([C:42]1[CH:47]=[CH:46][CH:45]=[CH:44][C:43]=1[CH2:48][S:49](Cl)(=[O:51])=[O:50])#[N:41]. (3) Given the product [Br:19][C:20]1[CH:21]=[C:22]2[C:26](=[CH:27][C:28]=1[Br:29])[NH:25][N:24]=[C:23]2[NH:38][C:39](=[O:43])[CH2:40][CH2:41][CH3:42], predict the reactants needed to synthesize it. The reactants are: [F-].C([N+](CCCC)(CCCC)CCCC)CCC.[Br:19][C:20]1[CH:21]=[C:22]2[C:26](=[CH:27][C:28]=1[Br:29])[N:25](COCC[Si](C)(C)C)[N:24]=[C:23]2[NH:38][C:39](=[O:43])[CH2:40][CH2:41][CH3:42].C(OCC)(=O)C. (4) The reactants are: [F:1][C:2]1[CH:8]=[CH:7][C:5]([NH2:6])=[CH:4][C:3]=1[O:9][CH3:10].C(N(CC)CC)C.[CH3:18][C:19]([CH3:24])([CH3:23])[C:20](Cl)=[O:21]. Given the product [F:1][C:2]1[CH:8]=[CH:7][C:5]([NH:6][C:20](=[O:21])[C:19]([CH3:24])([CH3:23])[CH3:18])=[CH:4][C:3]=1[O:9][CH3:10], predict the reactants needed to synthesize it. (5) Given the product [Br:1][C:2]1[CH:14]=[C:13]2[C:5]([C:6]3[CH:7]=[CH:8][C:9]([N:19]4[CH2:25][CH2:24][CH2:23][CH2:22][CH2:21]4)=[CH:10][C:11]=3[C:12]2([CH2:17][CH3:18])[CH2:15][CH3:16])=[CH:4][CH:3]=1, predict the reactants needed to synthesize it. The reactants are: [Br:1][C:2]1[CH:14]=[C:13]2[C:5]([C:6]3[CH:7]=[CH:8][C:9]([NH2:19])=[CH:10][C:11]=3[C:12]2([CH2:17][CH3:18])[CH2:15][CH3:16])=[CH:4][CH:3]=1.I[CH2:21][CH2:22][CH2:23][CH2:24][CH2:25]I. (6) Given the product [CH3:1][O:2][NH:3][CH2:4][C:5]1[CH:10]=[CH:9][C:8]([CH3:11])=[CH:7][CH:6]=1, predict the reactants needed to synthesize it. The reactants are: [CH3:1][O:2][N:3]=[CH:4][C:5]1[CH:10]=[CH:9][C:8]([CH3:11])=[CH:7][CH:6]=1.C([BH3-])#N.[Na+].